This data is from Reaction yield outcomes from USPTO patents with 853,638 reactions. The task is: Predict the reaction yield, written as a fraction of the theoretical maximum amount of product (1.0 means a 100% yield; for example, 0.34 means a 34% yield). (1) The reactants are [CH3:1][N:2]([CH3:22])[C:3]1[CH:4]=[CH:5][C:6]([NH:9][C:10](=[O:21])[CH2:11][C:12]2[CH:17]=[CH:16][C:15]([OH:18])=[CH:14][C:13]=2[O:19][CH3:20])=[N:7][CH:8]=1.Cl[C:24]1[C:33]2[C:28](=[CH:29][C:30]([O:36][CH2:37][CH2:38][O:39][CH3:40])=[C:31]([O:34][CH3:35])[CH:32]=2)[N:27]=[CH:26][N:25]=1. No catalyst specified. The product is [CH3:22][N:2]([CH3:1])[C:3]1[CH:4]=[CH:5][C:6]([NH:9][C:10](=[O:21])[CH2:11][C:12]2[CH:17]=[CH:16][C:15]([O:18][C:24]3[C:33]4[C:28](=[CH:29][C:30]([O:36][CH2:37][CH2:38][O:39][CH3:40])=[C:31]([O:34][CH3:35])[CH:32]=4)[N:27]=[CH:26][N:25]=3)=[CH:14][C:13]=2[O:19][CH3:20])=[N:7][CH:8]=1. The yield is 0.740. (2) The reactants are C(Br)(Br)(Br)[Br:2].[OH-].[Na+].[C:8]([O:12][P:13]([O-:19])[O:14][C:15]([CH3:18])([CH3:17])[CH3:16])([CH3:11])([CH3:10])[CH3:9].P([O-])([O-])[O-]. The catalyst is [Cl-].C([N+](CC)(CC)CC)C1C=CC=CC=1.ClCCl. The product is [P:13]([Br:2])(=[O:19])([O:12][C:8]([CH3:11])([CH3:10])[CH3:9])[O:14][C:15]([CH3:18])([CH3:17])[CH3:16]. The yield is 0.860. (3) The reactants are C[O-].[Na+].[CH3:4][O:5][C:6]1[CH:11]=[CH:10][CH:9]=[CH:8][C:7]=1[C:12]([NH2:14])=[NH:13].[C:15]([CH:18]([CH2:24][CH2:25][CH2:26][CH3:27])[C:19](OCC)=[O:20])(=O)[CH3:16]. The catalyst is CO.O1CCOCC1. The product is [CH2:24]([C:18]1[C:19](=[O:20])[N:13]=[C:12]([C:7]2[CH:8]=[CH:9][CH:10]=[CH:11][C:6]=2[O:5][CH3:4])[NH:14][C:15]=1[CH3:16])[CH2:25][CH2:26][CH3:27]. The yield is 0.350.